From a dataset of Experimentally validated miRNA-target interactions with 360,000+ pairs, plus equal number of negative samples. Binary Classification. Given a miRNA mature sequence and a target amino acid sequence, predict their likelihood of interaction. (1) The miRNA is mmu-miR-673-5p with sequence CUCACAGCUCUGGUCCUUGGAG. The protein sequence of the target gene is MGLPIVPGLLLSLVLLALLMGIHPSGVTGLVPSLGDREKRDNLCPQGKYAHPKNNSICCTKCHKGTYLVSDCPSPGQETVCEVCDKGTFTASQNHVRQCLSCKTCRKEMFQVEISPCKADMDTVCGCKKNQFQRYLSETHFQCVDCSPCFNGTVTIPCKEKQNTVCNCHAGFFLSGNECTPCSHCKKNQECMKLCLPPVANVTNPQDSGTAVLLPLVIFLGLCLLFFICISLLCRYPQWRPRVYSIICRDSAPVKEVEGEGIVTKPLTPASIPAFSPNPGFNPTLGFSTTPRFSHPVSST.... Result: 0 (no interaction). (2) The miRNA is rno-miR-21-5p with sequence UAGCUUAUCAGACUGAUGUUGA. The protein sequence of the target gene is MAASADLSKSSPTPNGIPSSDPASDAMDPFHACSILKQLKTMYDEGQLTDIVVEVDHGKTFSCHRNVLAAISPYFRSMFTSGLTESTQKEVRIVGVEAESMDLVLNYAYTSRVILTEANVQALFTAASIFQIPSIQDQCAKYMISHLDPQNSIGVFIFADHYGHQELGDRSKEYIRKKFLCVTKEQEFLQLTKDQLISILDSDDLNVDREEHVYESIIRWFEHEQNEREVHLPEIFAKCIRFPLMEDTFIEKIPPQFAQAIAKSCVEKGPSNTNGCTQRLGMTASEMIICFDAAHKHSGK.... Result: 0 (no interaction).